This data is from Full USPTO retrosynthesis dataset with 1.9M reactions from patents (1976-2016). The task is: Predict the reactants needed to synthesize the given product. The reactants are: [C:1]1([O:7][C:8]([NH:10][C:11]2[CH:19]=[C:18]3[C:14]([CH:15]=[CH:16][N:17]3[CH2:20][C:21]3[C:26]([Cl:27])=[CH:25][CH:24]=[CH:23][C:22]=3[Cl:28])=[CH:13][CH:12]=2)=[O:9])[CH:6]=[CH:5][CH:4]=[CH:3][CH:2]=1.[NH:29]1[CH2:33][CH2:32][CH2:31][CH2:30]1.[C:34](O)(=O)C.C=O. Given the product [C:1]1([O:7][C:8]([NH:10][C:11]2[CH:19]=[C:18]3[C:14]([C:15]([CH2:34][N:29]4[CH2:33][CH2:32][CH2:31][CH2:30]4)=[CH:16][N:17]3[CH2:20][C:21]3[C:22]([Cl:28])=[CH:23][CH:24]=[CH:25][C:26]=3[Cl:27])=[CH:13][CH:12]=2)=[O:9])[CH:2]=[CH:3][CH:4]=[CH:5][CH:6]=1, predict the reactants needed to synthesize it.